This data is from Catalyst prediction with 721,799 reactions and 888 catalyst types from USPTO. The task is: Predict which catalyst facilitates the given reaction. (1) Reactant: [CH3:1][C@H:2]1[C@H:11]([CH3:12])[C@@H:10]([NH:13][C:14](=[O:23])[O:15][CH2:16][C:17]2[CH:22]=[CH:21][CH:20]=[CH:19][CH:18]=2)[C:9]2[C:4](=[CH:5][CH:6]=[C:7]([N:24]3[CH2:29][CH2:28][O:27][CH2:26][CH2:25]3)[CH:8]=2)[NH:3]1.N1C=CC=CC=1.[C:36](Cl)(=[O:38])[CH3:37]. Product: [C:36]([N:3]1[C:4]2[C:9](=[CH:8][C:7]([N:24]3[CH2:25][CH2:26][O:27][CH2:28][CH2:29]3)=[CH:6][CH:5]=2)[C@H:10]([NH:13][C:14](=[O:23])[O:15][CH2:16][C:17]2[CH:22]=[CH:21][CH:20]=[CH:19][CH:18]=2)[C@@H:11]([CH3:12])[C@@H:2]1[CH3:1])(=[O:38])[CH3:37]. The catalyst class is: 2. (2) Reactant: [Cl:1][C:2]1[CH:7]=[CH:6][C:5]([CH2:8][NH:9][C:10]([NH:12][N+:13]([O-:15])=[O:14])=[NH:11])=[CH:4][N:3]=1.Cl[CH2:17][N:18]([CH2:20]Cl)[CH3:19].C(N(CC)CC)C. Product: [Cl:1][C:2]1[CH:7]=[CH:6][C:5]([CH2:8][N:9]2[CH2:19][N:18]([CH3:20])[CH2:17][NH:11][C:10]2=[N:12][N+:13]([O-:15])=[O:14])=[CH:4][N:3]=1. The catalyst class is: 1. (3) Reactant: Br[CH2:2][C:3]([C:5]1[C:14]2[C:9](=[CH:10][CH:11]=[C:12]([O:15][CH3:16])[N:13]=2)[N:8]=[CH:7][C:6]=1[Cl:17])=[O:4].[BH4-].[Na+]. Product: [Cl:17][C:6]1[C:5]([CH:3]2[CH2:2][O:4]2)=[C:14]2[C:9]([CH:10]=[CH:11][C:12]([O:15][CH3:16])=[N:13]2)=[N:8][CH:7]=1. The catalyst class is: 24. (4) Reactant: Br[C:2]1[CH:3]=[C:4]([S:8]([C:11]2[CH:12]=[C:13]3[C:18](=[C:19]([CH3:21])[CH:20]=2)[N:17]=[CH:16][C:15]([C:22]([NH2:24])=[O:23])=[C:14]3[NH:25][C:26]2[CH:31]=[CH:30][CH:29]=[C:28]([O:32][CH3:33])[CH:27]=2)(=[O:10])=[O:9])[CH:5]=[CH:6][CH:7]=1.[OH:34][CH2:35][C:36]1[CH:41]=[CH:40][C:39](B(O)O)=[CH:38][CH:37]=1.C([O-])([O-])=O.[Na+].[Na+].C(Cl)(Cl)Cl. Product: [OH:34][CH2:35][C:36]1[CH:41]=[CH:40][C:39]([C:2]2[CH:7]=[CH:6][CH:5]=[C:4]([S:8]([C:11]3[CH:12]=[C:13]4[C:18](=[C:19]([CH3:21])[CH:20]=3)[N:17]=[CH:16][C:15]([C:22]([NH2:24])=[O:23])=[C:14]4[NH:25][C:26]3[CH:31]=[CH:30][CH:29]=[C:28]([O:32][CH3:33])[CH:27]=3)(=[O:10])=[O:9])[CH:3]=2)=[CH:38][CH:37]=1. The catalyst class is: 628. (5) Reactant: [NH2:1][C:2]1[N:7]=[C:6]([CH3:8])[N:5]=[C:4]([C:9]2[CH:10]=[C:11]([C:25](=[O:27])[CH3:26])[CH:12]=[N:13][C:14]=2[NH:15][C:16]2[CH:17]=[N:18][C:19]([O:23][CH3:24])=[C:20]([F:22])[CH:21]=2)[N:3]=1.[CH3:28][Mg]Br. Product: [NH2:1][C:2]1[N:7]=[C:6]([CH3:8])[N:5]=[C:4]([C:9]2[CH:10]=[C:11]([C:25]([OH:27])([CH3:28])[CH3:26])[CH:12]=[N:13][C:14]=2[NH:15][C:16]2[CH:17]=[N:18][C:19]([O:23][CH3:24])=[C:20]([F:22])[CH:21]=2)[N:3]=1. The catalyst class is: 1. (6) Reactant: [N:1]1C=CC=CC=1.[C:7](Cl)(=[O:11])[C:8](Cl)=[O:9].[CH2:13]([O:17][C:18](=[O:20])[OH:19])[CH:14]([CH3:16])[CH3:15].N1CCC1=O. Product: [CH2:13]([O:17][C:18](=[O:19])[OH:20])[CH:14]([CH3:16])[CH3:15].[C:7]1(=[O:11])[NH:1][C:8]1=[O:9]. The catalyst class is: 10. (7) Reactant: [F:1][C:2]1[CH:7]=[C:6]([F:8])[CH:5]=[CH:4][C:3]=1[C:9]([OH:35])([CH2:29][N:30]1[CH:34]=[N:33][CH:32]=[N:31]1)[CH2:10][N:11]1[CH:15]=[C:14]([CH2:16][O:17][C:18]2[CH:23]=[CH:22][C:21](/[CH:24]=[CH:25]/[C:26](=[O:28])[CH3:27])=[CH:20][CH:19]=2)[N:13]=[N:12]1.[CH2:36]([O:40][C:41]1[CH:48]=[CH:47][C:44]([CH:45]=O)=[CH:43][CH:42]=1)[CH:37]=[C:38]=[CH2:39].[OH-].[Na+]. Product: [CH2:36]([O:40][C:41]1[CH:42]=[CH:43][C:44](/[CH:45]=[CH:27]/[C:26](=[O:28])/[CH:25]=[CH:24]/[C:21]2[CH:20]=[CH:19][C:18]([O:17][CH2:16][C:14]3[N:13]=[N:12][N:11]([CH2:10][C:9]([C:3]4[CH:4]=[CH:5][C:6]([F:8])=[CH:7][C:2]=4[F:1])([OH:35])[CH2:29][N:30]4[CH:34]=[N:33][CH:32]=[N:31]4)[CH:15]=3)=[CH:23][CH:22]=2)=[CH:47][CH:48]=1)[CH:37]=[C:38]=[CH2:39]. The catalyst class is: 5.